This data is from Full USPTO retrosynthesis dataset with 1.9M reactions from patents (1976-2016). The task is: Predict the reactants needed to synthesize the given product. (1) Given the product [NH2:25][CH2:24][CH2:23][NH:22][C:20](=[O:21])[CH2:19][N:18]1[C:17]2[CH:33]=[CH:34][CH:35]=[CH:36][C:16]=2[N:15]=[C:14]1[CH2:13][N:2]([CH3:1])[CH:3]1[C:12]2[N:11]=[CH:10][CH:9]=[CH:8][C:7]=2[CH2:6][CH2:5][CH2:4]1, predict the reactants needed to synthesize it. The reactants are: [CH3:1][N:2]([CH2:13][C:14]1[N:18]([CH2:19][C:20]([NH:22][CH2:23][CH2:24][NH:25]C(=O)OC(C)(C)C)=[O:21])[C:17]2[CH:33]=[CH:34][CH:35]=[CH:36][C:16]=2[N:15]=1)[CH:3]1[C:12]2[N:11]=[CH:10][CH:9]=[CH:8][C:7]=2[CH2:6][CH2:5][CH2:4]1.Cl.O1CCOCC1. (2) Given the product [CH3:1][O:2][C:3]1[C:13]2[C:12]([C:14]3[CH:15]=[C:16]([CH:19]=[CH:20][CH:21]=3)[C:17]#[N:18])=[N:11][CH2:10][C:9](=[O:22])[N:8]([CH2:33][CH2:34][CH3:35])[C:7]=2[CH:6]=[C:5]([O:23][CH3:24])[C:4]=1[C:25]1[CH:30]=[CH:29][CH:28]=[CH:27][CH:26]=1, predict the reactants needed to synthesize it. The reactants are: [CH3:1][O:2][C:3]1[C:13]2[C:12]([C:14]3[CH:15]=[C:16]([CH:19]=[CH:20][CH:21]=3)[C:17]#[N:18])=[N:11][CH2:10][C:9](=[O:22])[NH:8][C:7]=2[CH:6]=[C:5]([O:23][CH3:24])[C:4]=1[C:25]1[CH:30]=[CH:29][CH:28]=[CH:27][CH:26]=1.CI.[CH2:33](I)[CH2:34][CH3:35]. (3) Given the product [Cl:1][C:2]1[CH:3]=[C:4]([C:5]([OH:7])=[O:6])[CH:8]=[C:9]([Cl:12])[C:10]=1[C:17]1[CH:18]=[CH:19][C:14]([F:13])=[CH:15][CH:16]=1, predict the reactants needed to synthesize it. The reactants are: [Cl:1][C:2]1[CH:3]=[C:4]([CH:8]=[C:9]([Cl:12])[C:10]=1I)[C:5]([OH:7])=[O:6].[F:13][C:14]1[CH:19]=[CH:18][C:17](B(O)O)=[CH:16][CH:15]=1.C([O-])([O-])=O.[K+].[K+].ClC1C=C(C=C(Cl)C=1)C(O)=O. (4) Given the product [CH2:35]([O:34][N:7]([CH2:8][C@@H:9]([C:14]([N:16]1[CH2:21][CH2:20][N:19]([C:22]2[CH:23]=[CH:24][C:25]([C:28]3[CH:33]=[CH:32][CH:31]=[CH:30][CH:29]=3)=[CH:26][CH:27]=2)[CH2:18][CH2:17]1)=[O:15])[CH2:10][CH:11]([CH3:13])[CH3:12])[CH:6]=[O:5])[C:36]1[CH:41]=[CH:40][CH:39]=[CH:38][CH:37]=1, predict the reactants needed to synthesize it. The reactants are: C([O:5][C:6](=O)[N:7]([O:34][CH2:35][C:36]1[CH:41]=[CH:40][CH:39]=[CH:38][CH:37]=1)[CH2:8][C@@H:9]([C:14]([N:16]1[CH2:21][CH2:20][N:19]([C:22]2[CH:27]=[CH:26][C:25]([C:28]3[CH:33]=[CH:32][CH:31]=[CH:30][CH:29]=3)=[CH:24][CH:23]=2)[CH2:18][CH2:17]1)=[O:15])[CH2:10][CH:11]([CH3:13])[CH3:12])(C)(C)C.C(O)=O.C(OC(=O)C)(=O)C. (5) Given the product [CH2:1]([O:3][C:4]1[C:8]([CH2:9][CH2:10][CH2:11][O:12][C:13]2[C:17]([CH2:18][CH2:19][CH3:20])=[CH:16][N:15]([CH2:34][C:33]([OH:36])=[O:35])[N:14]=2)=[CH:7][N:6]([C:21]2[CH:26]=[CH:25][C:24]([C:27]([F:29])([F:28])[F:30])=[CH:23][N:22]=2)[N:5]=1)[CH3:2], predict the reactants needed to synthesize it. The reactants are: [CH2:1]([O:3][C:4]1[C:8]([CH2:9][CH2:10][CH2:11][O:12][C:13]2[C:17]([CH2:18][CH2:19][CH3:20])=[CH:16][NH:15][N:14]=2)=[CH:7][N:6]([C:21]2[CH:26]=[CH:25][C:24]([C:27]([F:30])([F:29])[F:28])=[CH:23][N:22]=2)[N:5]=1)[CH3:2].[H-].[Na+].[C:33]([O:36]CBr)(=[O:35])[CH3:34].O. (6) Given the product [NH:1]1[C:9]2[C:4](=[CH:5][CH:6]=[CH:7][CH:8]=2)[C:3](/[CH:10]=[CH:11]/[C:12]2[CH:17]=[CH:16][CH:15]=[CH:14][C:13]=2[N:18]2[CH:22]=[CH:21][C:20]([CH2:23][OH:24])=[CH:19]2)=[N:2]1, predict the reactants needed to synthesize it. The reactants are: [NH:1]1[C:9]2[C:4](=[CH:5][CH:6]=[CH:7][CH:8]=2)[C:3](/[CH:10]=[CH:11]/[C:12]2[CH:17]=[CH:16][CH:15]=[CH:14][C:13]=2[N:18]2[CH:22]=[CH:21][C:20]([CH:23]=[O:24])=[CH:19]2)=[N:2]1.[BH4-].[Na+].O. (7) Given the product [OH:2][C:3]1[CH:4]=[CH:5][C:6]2[N:10]=[C:9]([C:11]([OH:13])=[O:12])[NH:8][C:7]=2[CH:14]=1, predict the reactants needed to synthesize it. The reactants are: C[O:2][C:3]1[CH:4]=[CH:5][C:6]2[N:10]=[C:9]([C:11]([OH:13])=[O:12])[NH:8][C:7]=2[CH:14]=1. (8) Given the product [F:26][C:27]1[CH:34]=[CH:33][CH:32]=[CH:31][C:28]=1[CH2:29][NH:30][C:3](=[O:5])[CH:2]([CH3:1])[C:6]([NH:8][CH:9]1[C:15](=[O:16])[N:14]([CH3:17])[C:13]2[CH:18]=[CH:19][CH:20]=[CH:21][C:12]=2[C:11]2[CH:22]=[CH:23][CH:24]=[CH:25][C:10]1=2)=[O:7], predict the reactants needed to synthesize it. The reactants are: [CH3:1][CH:2]([C:6]([NH:8][CH:9]1[C:15](=[O:16])[N:14]([CH3:17])[C:13]2[CH:18]=[CH:19][CH:20]=[CH:21][C:12]=2[C:11]2[CH:22]=[CH:23][CH:24]=[CH:25][C:10]1=2)=[O:7])[C:3]([OH:5])=O.[F:26][C:27]1[CH:34]=[CH:33][CH:32]=[CH:31][C:28]=1[CH2:29][NH2:30].[B-](F)(F)(F)F.CN(C(ON1C(=O)C=CC=C1)=[N+](C)C)C.CC#N.